Dataset: Forward reaction prediction with 1.9M reactions from USPTO patents (1976-2016). Task: Predict the product of the given reaction. (1) Given the reactants Cl[C:2]1[N:6]([CH2:7][CH2:8][CH2:9][C:10]([O:12][CH2:13][CH3:14])=[O:11])[C:5]2[C:15]([CH:20]([CH2:23][CH3:24])[CH2:21][CH3:22])=[CH:16][CH:17]=[C:18]([Cl:19])[C:4]=2[N:3]=1.[CH3:25][C:26]1[CH:31]=[C:30]([N:32]2[CH2:36][CH2:35][CH2:34][CH2:33]2)[N:29]=[CH:28][C:27]=1[NH2:37].O.C1(C)C=CC(S(O)(=O)=O)=CC=1, predict the reaction product. The product is: [Cl:19][C:18]1[C:4]2[N:3]=[C:2]([NH:37][C:27]3[CH:28]=[N:29][C:30]([N:32]4[CH2:33][CH2:34][CH2:35][CH2:36]4)=[CH:31][C:26]=3[CH3:25])[N:6]([CH2:7][CH2:8][CH2:9][C:10]([O:12][CH2:13][CH3:14])=[O:11])[C:5]=2[C:15]([CH:20]([CH2:23][CH3:24])[CH2:21][CH3:22])=[CH:16][CH:17]=1. (2) Given the reactants [CH2:1]([C:8]1[S:12][C:11]([NH2:13])=[N:10][C:9]=1[C:14]1[CH:19]=[CH:18][CH:17]=[CH:16][CH:15]=1)[C:2]1[CH:7]=[CH:6][CH:5]=[CH:4][CH:3]=1.[CH2:20]([O:22][C:23]1[CH:24]=[C:25]([C:29](=[O:35])[CH2:30][CH2:31][C:32](O)=[O:33])[CH:26]=[CH:27][CH:28]=1)[CH3:21].CCN=C=NCCCN(C)C.C1C=CC2N(O)N=NC=2C=1, predict the reaction product. The product is: [CH2:1]([C:8]1[S:12][C:11]([NH:13][C:32](=[O:33])[CH2:31][CH2:30][C:29]([C:25]2[CH:26]=[CH:27][CH:28]=[C:23]([O:22][CH2:20][CH3:21])[CH:24]=2)=[O:35])=[N:10][C:9]=1[C:14]1[CH:19]=[CH:18][CH:17]=[CH:16][CH:15]=1)[C:2]1[CH:3]=[CH:4][CH:5]=[CH:6][CH:7]=1. (3) Given the reactants [S:1](Cl)(Cl)=[O:2].[OH:5][CH:6]([CH3:17])[CH2:7][CH2:8][NH:9][C:10](=[O:16])[O:11][C:12]([CH3:15])([CH3:14])[CH3:13].N1C=CC=CC=1.C(OCC)(=O)C, predict the reaction product. The product is: [CH3:17][CH:6]1[O:5][S:1](=[O:2])[N:9]([C:10]([O:11][C:12]([CH3:13])([CH3:15])[CH3:14])=[O:16])[CH2:8][CH2:7]1.